This data is from Full USPTO retrosynthesis dataset with 1.9M reactions from patents (1976-2016). The task is: Predict the reactants needed to synthesize the given product. (1) Given the product [C:2]([C:7]1[O:11][C:10]([CH2:12][N:13]2[CH:17]=[CH:16][C:15]([NH:18][C:31]([C:27]3[N:28]=[CH:29][O:30][C:26]=3[C:23]3[CH:24]=[CH:25][C:20]([Cl:19])=[CH:21][CH:22]=3)=[O:32])=[N:14]2)=[CH:9][CH:8]=1)(=[O:6])[CH3:1], predict the reactants needed to synthesize it. The reactants are: [CH3:1][C:2]1([C:7]2[O:11][C:10]([CH2:12][N:13]3[CH:17]=[CH:16][C:15]([NH2:18])=[N:14]3)=[CH:9][CH:8]=2)[O:6]CCO1.[Cl:19][C:20]1[CH:25]=[CH:24][C:23]([C:26]2[O:30][CH:29]=[N:28][C:27]=2[C:31](O)=[O:32])=[CH:22][CH:21]=1. (2) Given the product [C:1]([C:5]1[S:6][C:7]2[CH:13]=[CH:12][CH:11]=[CH:10][C:8]=2[N:9]=1)#[N:2], predict the reactants needed to synthesize it. The reactants are: [C-:1]#[N:2].[K+].Cl[C:5]1[S:6][C:7]2[CH:13]=[CH:12][CH:11]=[CH:10][C:8]=2[N:9]=1.CCCCCCC.C(OCC)(=O)C. (3) Given the product [C:27]([C:11]1[C:12]2[C:17](=[CH:16][CH:15]=[C:14]([S:20][C:21]3[CH:22]=[CH:23][CH:24]=[CH:25][CH:26]=3)[CH:13]=2)[C:18]([OH:19])=[C:9]([C:7]([NH:6][CH2:5][C:4]([CH3:30])([CH3:29])[C:3]([OH:31])=[O:2])=[O:8])[N:10]=1)#[N:28], predict the reactants needed to synthesize it. The reactants are: C[O:2][C:3](=[O:31])[C:4]([CH3:30])([CH3:29])[CH2:5][NH:6][C:7]([C:9]1[N:10]=[C:11]([C:27]#[N:28])[C:12]2[C:17]([C:18]=1[OH:19])=[CH:16][CH:15]=[C:14]([S:20][C:21]1[CH:26]=[CH:25][CH:24]=[CH:23][CH:22]=1)[CH:13]=2)=[O:8].[OH-].[Na+].Cl. (4) Given the product [CH:21]12[CH2:22][CH:17]1[CH2:18][N:19]([CH2:23][C:24]1[S:25][C:26]([C:2]3[CH:7]=[CH:6][C:5]([S:8]([NH2:11])(=[O:10])=[O:9])=[CH:4][CH:3]=3)=[C:27]([C:29]3[CH:34]=[CH:33][C:32]([Cl:35])=[CH:31][CH:30]=3)[N:28]=1)[CH2:20]2, predict the reactants needed to synthesize it. The reactants are: Br[C:2]1[CH:7]=[CH:6][C:5]([S:8]([NH2:11])(=[O:10])=[O:9])=[CH:4][CH:3]=1.C([O-])(=O)C.[K+].[CH:17]12[CH2:22][CH:21]1[CH2:20][N:19]([CH2:23][C:24]1[S:25][CH:26]=[C:27]([C:29]3[CH:34]=[CH:33][C:32]([Cl:35])=[CH:31][CH:30]=3)[N:28]=1)[CH2:18]2. (5) Given the product [C:1]([O:5][C:6]([NH:8][C:9]([CH3:24])([CH3:23])[CH2:10][C:11]1[O:12][C:13]2[CH:19]=[CH:18][C:17]([C:20]([O:22][CH2:25][C:26]3[CH:31]=[CH:30][CH:29]=[CH:28][CH:27]=3)=[O:21])=[CH:16][C:14]=2[CH:15]=1)=[O:7])([CH3:4])([CH3:2])[CH3:3], predict the reactants needed to synthesize it. The reactants are: [C:1]([O:5][C:6]([NH:8][C:9]([CH3:24])([CH3:23])[CH2:10][C:11]1[O:12][C:13]2[CH:19]=[CH:18][C:17]([C:20]([OH:22])=[O:21])=[CH:16][C:14]=2[CH:15]=1)=[O:7])([CH3:4])([CH3:3])[CH3:2].[CH2:25](Br)[C:26]1[CH:31]=[CH:30][CH:29]=[CH:28][CH:27]=1.C(=O)([O-])[O-].[K+].[K+].